Predict the reactants needed to synthesize the given product. From a dataset of Full USPTO retrosynthesis dataset with 1.9M reactions from patents (1976-2016). (1) Given the product [C:4]([C:5]1[CH:6]=[C:7]([NH2:11])[CH:8]=[N:9][CH:10]=1)#[CH:3], predict the reactants needed to synthesize it. The reactants are: C[Si](C)(C)[C:3]#[C:4][C:5]1[CH:6]=[C:7]([NH2:11])[CH:8]=[N:9][CH:10]=1.C([O-])([O-])=O.[K+].[K+]. (2) Given the product [NH2:56][C:57]1[CH:62]=[CH:61][CH:60]=[CH:59][C:58]=1[NH:63][C:64](=[O:75])[C:65]1[CH:70]=[CH:69][C:68]([NH:71][CH2:72][CH2:73][NH:74][C:28]([C:29]2[C:55]([CH3:40])=[C:54]([CH:16]=[N:15][N:14]=[C:7]3[C:6]4[C:10](=[CH:11][CH:12]=[C:4]([N+:1]([O-:3])=[O:2])[CH:5]=4)[NH:9][C:8]3=[O:13])[NH:51][C:52]=2[CH3:53])=[O:78])=[N:67][CH:66]=1, predict the reactants needed to synthesize it. The reactants are: [N+:1]([C:4]1[CH:5]=[C:6]2[C:10](=[CH:11][CH:12]=1)[NH:9][C:8](=[O:13])[C:7]2=[N:14][N:15]=[CH:16]C1(C)CC(C)(C(O)=O)CN1)([O-:3])=[O:2].Cl.[CH2:28](N=C=NCCCN(C)C)[CH3:29].O[C:40]1C2N=NNC=2C=CC=1.C([N:51]([CH2:54][CH3:55])[CH2:52][CH3:53])C.[NH2:56][C:57]1[CH:62]=[CH:61][CH:60]=[CH:59][C:58]=1[NH:63][C:64](=[O:75])[C:65]1[CH:70]=[CH:69][C:68]([NH:71][CH2:72][CH2:73][NH2:74])=[N:67][CH:66]=1.[Cl-].[Na+].[OH2:78].